From a dataset of Full USPTO retrosynthesis dataset with 1.9M reactions from patents (1976-2016). Predict the reactants needed to synthesize the given product. Given the product [CH2:1]([C:3]1[N:4]2[CH2:9][CH2:10][NH:11][CH:20]([CH2:19][O:18][C:17]3[CH:22]=[CH:23][C:14]([C:13]([F:12])([F:24])[F:25])=[CH:15][CH:16]=3)[C:5]2=[C:6]([I:8])[N:7]=1)[CH3:2], predict the reactants needed to synthesize it. The reactants are: [CH2:1]([C:3]1[N:4]([CH2:9][CH2:10][NH2:11])[CH:5]=[C:6]([I:8])[N:7]=1)[CH3:2].[F:12][C:13]([F:25])([F:24])[C:14]1[CH:23]=[CH:22][C:17]([O:18][CH2:19][CH:20]=O)=[CH:16][CH:15]=1.